This data is from Cav3 T-type calcium channel HTS with 100,875 compounds. The task is: Binary Classification. Given a drug SMILES string, predict its activity (active/inactive) in a high-throughput screening assay against a specified biological target. (1) The drug is S(c1n(c(nn1)Cc1ccc(OC)cc1)CC)CC(=O)Nc1sc2c(n1)cccc2. The result is 0 (inactive). (2) The drug is S(CCCC)c1n(CC=C)c(O)cc(=O)n1. The result is 0 (inactive). (3) The molecule is FC(F)(F)c1nc2c(c(N)c1C#N)cc(cc2C)C. The result is 0 (inactive). (4) The molecule is S(c1ncnc2onc(c12)C)c1ccc(cc1)C. The result is 0 (inactive). (5) The molecule is S(c1n(c(nn1)Cc1n(ccc1)C)c1ccc(F)cc1)CC(=O)Nc1c(cc(cc1C)C)C. The result is 1 (active).